Predict the product of the given reaction. From a dataset of Forward reaction prediction with 1.9M reactions from USPTO patents (1976-2016). (1) Given the reactants [CH2:1]([O:3][C:4](=[O:17])[CH2:5][S:6]([C:9]1[CH:14]=[CH:13][C:12]([O:15][CH3:16])=[CH:11][CH:10]=1)(=[O:8])=[O:7])[CH3:2].[CH2:18](Br)/[CH:19]=[C:20](/[CH2:22][CH2:23][CH:24]=[C:25]([CH3:27])[CH3:26])\[CH3:21].C1OCCOCCOCCOCCOCCOC1.C([O-])([O-])=O.[K+].[K+], predict the reaction product. The product is: [CH2:1]([O:3][C:4](=[O:17])[CH:5]([S:6]([C:9]1[CH:14]=[CH:13][C:12]([O:15][CH3:16])=[CH:11][CH:10]=1)(=[O:7])=[O:8])[CH2:18][CH:19]=[C:20]([CH3:21])[CH2:22][CH2:23][CH:24]=[C:25]([CH3:27])[CH3:26])[CH3:2]. (2) Given the reactants [C:1]1([C@H:7]2[C@@H:11]([C:12]3[CH:17]=[CH:16][CH:15]=[CH:14][CH:13]=3)[NH:10][C:9](=[S:18])[NH:8]2)[CH:6]=[CH:5][CH:4]=[CH:3][CH:2]=1.[Cl:19][CH2:20][C:21]1[C:22]2[C:27]([CH:28]=[C:29]3[C:34]=1[CH:33]=[CH:32][CH:31]=[CH:30]3)=[CH:26][CH:25]=[CH:24][CH:23]=2, predict the reaction product. The product is: [ClH:19].[CH:23]1[C:22]2[C:27](=[CH:28][C:29]3[C:34]([C:21]=2[CH2:20][S:18][C:9]2[NH:8][C@H:7]([C:1]4[CH:2]=[CH:3][CH:4]=[CH:5][CH:6]=4)[C@H:11]([C:12]4[CH:13]=[CH:14][CH:15]=[CH:16][CH:17]=4)[N:10]=2)=[CH:33][CH:32]=[CH:31][CH:30]=3)[CH:26]=[CH:25][CH:24]=1.